Dataset: Peptide-MHC class I binding affinity with 185,985 pairs from IEDB/IMGT. Task: Regression. Given a peptide amino acid sequence and an MHC pseudo amino acid sequence, predict their binding affinity value. This is MHC class I binding data. (1) The peptide sequence is NPTQAPVIQLHAVY. The MHC is HLA-B53:01 with pseudo-sequence HLA-B53:01. The binding affinity (normalized) is 0. (2) The peptide sequence is NREAVNHL. The MHC is HLA-B27:05 with pseudo-sequence HLA-B27:05. The binding affinity (normalized) is 0.141. (3) The peptide sequence is NQTNITMSA. The MHC is Mamu-A07 with pseudo-sequence Mamu-A07. The binding affinity (normalized) is 0.368. (4) The peptide sequence is SSSGMDAYY. The MHC is HLA-B58:01 with pseudo-sequence HLA-B58:01. The binding affinity (normalized) is 0.503. (5) The peptide sequence is STTVKAACWW. The MHC is HLA-B57:01 with pseudo-sequence HLA-B57:01. The binding affinity (normalized) is 0.810. (6) The peptide sequence is AGANVLNGL. The MHC is H-2-Db with pseudo-sequence H-2-Db. The binding affinity (normalized) is 0.